This data is from Forward reaction prediction with 1.9M reactions from USPTO patents (1976-2016). The task is: Predict the product of the given reaction. (1) Given the reactants [CH2:1]([O:3][C:4](=[O:31])[C:5]([NH:20][C:21]1[CH:26]=[CH:25][C:24]([C:27](=[NH:30])[NH:28]O)=[CH:23][CH:22]=1)([C:10]1[CH:15]=[C:14]([CH3:16])[C:13]([O:17][CH3:18])=[C:12]([CH3:19])[CH:11]=1)[C:6]([F:9])([F:8])[F:7])[CH3:2].C(OC(=O)C)(=O)C, predict the reaction product. The product is: [C:4]([OH:31])(=[O:3])[CH3:5].[CH2:1]([O:3][C:4](=[O:31])[C:5]([NH:20][C:21]1[CH:26]=[CH:25][C:24]([C:27](=[NH:28])[NH2:30])=[CH:23][CH:22]=1)([C:10]1[CH:11]=[C:12]([CH3:19])[C:13]([O:17][CH3:18])=[C:14]([CH3:16])[CH:15]=1)[C:6]([F:9])([F:8])[F:7])[CH3:2]. (2) Given the reactants [Cl:1][C:2]1[CH:3]=[CH:4][C:5]([O:25]CC2C=CC=CC=2)=[C:6]([CH2:8][N:9]2[C:13]([CH3:14])=[CH:12][C:11]([C:15]([NH:17][CH2:18][C:19]3[CH:24]=[CH:23][CH:22]=[CH:21][N:20]=3)=[O:16])=[N:10]2)[CH:7]=1.C(=O)([O-])[O-].[K+].[K+], predict the reaction product. The product is: [Cl:1][C:2]1[CH:3]=[CH:4][C:5]([OH:25])=[C:6]([CH2:8][N:9]2[C:13]([CH3:14])=[CH:12][C:11]([C:15]([NH:17][CH2:18][C:19]3[CH:24]=[CH:23][CH:22]=[CH:21][N:20]=3)=[O:16])=[N:10]2)[CH:7]=1. (3) Given the reactants Cl[C:2]1[N:3]=[CH:4][C:5]2[N:11]([CH3:12])[C:10](=[O:13])[C:9]([CH3:15])([CH3:14])[CH2:8][N:7]([CH:16]3[CH2:20][CH2:19][CH2:18][CH2:17]3)[C:6]=2[N:21]=1.[NH2:22][C:23]1[CH:47]=[CH:46][C:26]([C:27]([NH:29][C@H:30]2[CH2:35][CH2:34][C@H:33]([N:36]3[CH2:41][CH2:40][N:39]([CH2:42][CH:43]4[CH2:45][CH2:44]4)[CH2:38][CH2:37]3)[CH2:32][CH2:31]2)=[O:28])=[CH:25][C:24]=1[O:48][CH3:49].C(O)(C(F)(F)F)=O.C1(N2CC(C)(C)C(=O)N(C)C3C=NC(NC4C=CC(C(O)=O)=CC=4OC)=NC2=3)CCCC1, predict the reaction product. The product is: [CH:16]1([N:7]2[CH2:8][C:9]([CH3:15])([CH3:14])[C:10](=[O:13])[N:11]([CH3:12])[C:5]3[CH:4]=[N:3][C:2]([NH:22][C:23]4[CH:47]=[CH:46][C:26]([C:27]([NH:29][C@H:30]5[CH2:31][CH2:32][C@H:33]([N:36]6[CH2:41][CH2:40][N:39]([CH2:42][CH:43]7[CH2:45][CH2:44]7)[CH2:38][CH2:37]6)[CH2:34][CH2:35]5)=[O:28])=[CH:25][C:24]=4[O:48][CH3:49])=[N:21][C:6]2=3)[CH2:20][CH2:19][CH2:18][CH2:17]1. (4) Given the reactants [Cl:1][C:2]1[CH:7]=[C:6](Br)[CH:5]=[C:4]([Cl:9])[C:3]=1[N:10]1[C:14]([NH2:15])=[CH:13][C:12]([C:16]#[N:17])=[N:11]1.[F:18][C:19]([F:30])([F:29])[C:20]1[CH:25]=[CH:24][C:23](B(O)O)=[CH:22][CH:21]=1.C([O-])([O-])=O.[Na+].[Na+].C1(C)C=CC=CC=1, predict the reaction product. The product is: [Cl:1][C:2]1[CH:7]=[C:6]([C:23]2[CH:24]=[CH:25][C:20]([C:19]([F:30])([F:29])[F:18])=[CH:21][CH:22]=2)[CH:5]=[C:4]([Cl:9])[C:3]=1[N:10]1[C:14]([NH2:15])=[CH:13][C:12]([C:16]#[N:17])=[N:11]1. (5) The product is: [ClH:31].[ClH:31].[C:1]1([C@H:11]([NH:13][C@H:14]2[CH2:18][CH2:17][N:16]([C:19]3[CH:24]=[C:23]([C:25]4[CH:30]=[CH:29][CH:28]=[CH:27][CH:26]=4)[N:22]=[CH:21][N:20]=3)[CH2:15]2)[CH3:12])[C:10]2[C:5](=[CH:6][CH:7]=[CH:8][CH:9]=2)[CH:4]=[CH:3][CH:2]=1. Given the reactants [C:1]1([C@H:11]([NH:13][C@H:14]2[CH2:18][CH2:17][N:16]([C:19]3[CH:24]=[C:23]([C:25]4[CH:30]=[CH:29][CH:28]=[CH:27][CH:26]=4)[N:22]=[CH:21][N:20]=3)[CH2:15]2)[CH3:12])[C:10]2[C:5](=[CH:6][CH:7]=[CH:8][CH:9]=2)[CH:4]=[CH:3][CH:2]=1.[ClH:31].O1CCOCC1, predict the reaction product. (6) Given the reactants C[O:2][C:3]1[CH:4]=[C:5]([C:9]([CH3:32])([CH3:31])[CH2:10][C:11]([CH:17]=[N:18][C:19]2[CH:28]=[CH:27][C:26]([F:29])=[C:25]3[C:20]=2[CH:21]=[N:22][C:23]([CH3:30])=[N:24]3)([OH:16])[C:12]([F:15])([F:14])[F:13])[CH:6]=[CH:7][CH:8]=1.B(Br)(Br)Br.C(=O)(O)[O-].[Na+], predict the reaction product. The product is: [F:29][C:26]1[CH:27]=[CH:28][C:19]([NH:18][CH:17]2[C:6]3[C:5](=[CH:4][C:3]([OH:2])=[CH:8][CH:7]=3)[C:9]([CH3:31])([CH3:32])[CH2:10][C:11]2([C:12]([F:14])([F:15])[F:13])[OH:16])=[C:20]2[C:25]=1[N:24]=[C:23]([CH3:30])[N:22]=[CH:21]2. (7) Given the reactants [Cl:1][C:2]1[CH:7]=[CH:6][N:5]=[C:4]([NH:8][C:9]2[CH:10]=[N:11][N:12]([CH3:14])[CH:13]=2)[N:3]=1.[CH2:15]([C:17]1([CH2:23][CH3:24])[CH2:21][CH2:20][NH:19][C:18]1=[O:22])[CH3:16].C(=O)([O-])[O-].[Cs+].[Cs+].C1(P(C2C=CC=CC=2)C2C=CC3C(=CC=CC=3)C=2C2C3C(=CC=CC=3)C=CC=2P(C2C=CC=CC=2)C2C=CC=CC=2)C=CC=CC=1, predict the reaction product. The product is: [ClH:1].[CH2:15]([C:17]1([CH2:23][CH3:24])[CH2:21][CH2:20][N:19]([C:2]2[CH:7]=[CH:6][N:5]=[C:4]([NH:8][C:9]3[CH:10]=[N:11][N:12]([CH3:14])[CH:13]=3)[N:3]=2)[C:18]1=[O:22])[CH3:16].